This data is from Reaction yield outcomes from USPTO patents with 853,638 reactions. The task is: Predict the reaction yield, written as a fraction of the theoretical maximum amount of product (1.0 means a 100% yield; for example, 0.34 means a 34% yield). (1) The catalyst is CO. The yield is 0.910. The reactants are [Cl:1][C:2]1[N:7]=[C:6]([C:8](OC)=[O:9])[CH:5]=[C:4]([N:12]2[CH2:16][C@H:15]([OH:17])[C@@H:14]([OH:18])[CH2:13]2)[N:3]=1.[NH3:19]. The product is [Cl:1][C:2]1[N:7]=[C:6]([C:8]([NH2:19])=[O:9])[CH:5]=[C:4]([N:12]2[CH2:16][C@H:15]([OH:17])[C@@H:14]([OH:18])[CH2:13]2)[N:3]=1. (2) The reactants are [O:1]=[C:2]1[CH2:7][O:6][C:5]2[CH:8]=[CH:9][C:10]([O:12][CH2:13][CH2:14][CH2:15][CH:16]=O)=[N:11][C:4]=2[NH:3]1.[Cl:18][C:19]1[C:24]([Cl:25])=[CH:23][CH:22]=[CH:21][C:20]=1[N:26]1[CH2:31][CH2:30][NH:29][CH2:28][CH2:27]1.[BH-](OC(C)=O)(OC(C)=O)OC(C)=O.[Na+].CCOCC. The catalyst is ClC(Cl)C. The product is [Cl:18][C:19]1[C:24]([Cl:25])=[CH:23][CH:22]=[CH:21][C:20]=1[N:26]1[CH2:31][CH2:30][N:29]([CH2:16][CH2:15][CH2:14][CH2:13][O:12][C:10]2[CH:9]=[CH:8][C:5]3[O:6][CH2:7][C:2](=[O:1])[NH:3][C:4]=3[N:11]=2)[CH2:28][CH2:27]1. The yield is 0.630. (3) The reactants are [C:1]1([C:7]([C:9]2[CH:10]=[C:11]([CH3:15])[CH:12]=[CH:13][CH:14]=2)=[O:8])[CH:6]=[CH:5][CH:4]=[CH:3][CH:2]=1.[Br:16]Br.C(=O)(O)[O-].[Na+]. The catalyst is C(Cl)(Cl)(Cl)Cl. The product is [Br:16][CH2:15][C:11]1[CH:10]=[C:9]([C:7]([C:1]2[CH:2]=[CH:3][CH:4]=[CH:5][CH:6]=2)=[O:8])[CH:14]=[CH:13][CH:12]=1. The yield is 0.323. (4) The reactants are [CH:1]1([C:5](=O)[CH2:6][C:7]#[N:8])[CH2:4][CH2:3][CH2:2]1.Cl.[C:11]([NH:15][NH2:16])([CH3:14])([CH3:13])[CH3:12]. The catalyst is C(O)C. The product is [CH:1]1([C:5]2[CH:6]=[C:7]([NH2:8])[N:15]([C:11]([CH3:14])([CH3:13])[CH3:12])[N:16]=2)[CH2:4][CH2:3][CH2:2]1. The yield is 0.730. (5) The reactants are Br[C:2]1[CH:7]=[CH:6][N:5]2[N:8]=[CH:9][C:10]([C:11]([O:13]CC)=[O:12])=[C:4]2[CH:3]=1.[CH3:16][N:17]1[CH:21]=[C:20](B2OC(C)(C)C(C)(C)O2)[CH:19]=[N:18]1.[O-]P([O-])([O-])=O.[K+].[K+].[K+].[Li+].[OH-].C(O)(C(F)(F)F)=O. The catalyst is CO.C1COCC1.CC(C1C=C(C(C)C)C(C2C=CC=CC=2P(C2CCCCC2)C2CCCCC2)=C(C(C)C)C=1)C.[Pd]. The product is [CH3:16][N:17]1[CH:21]=[C:20]([C:2]2[CH:7]=[CH:6][N:5]3[N:8]=[CH:9][C:10]([C:11]([OH:13])=[O:12])=[C:4]3[CH:3]=2)[CH:19]=[N:18]1. The yield is 0.610. (6) The reactants are [CH3:1][N:2]([CH3:23])[C:3]1[CH:4]=[C:5]([NH:9][CH2:10][C:11]([N:13]([CH2:21][CH3:22])[CH2:14][C:15]2[CH:20]=[CH:19][CH:18]=[CH:17][N:16]=2)=[O:12])[CH:6]=[CH:7][CH:8]=1.CCN(C(C)C)C(C)C.[C:33]([C:36]1[CH:41]=[CH:40][C:39]([S:42](Cl)(=[O:44])=[O:43])=[CH:38][CH:37]=1)(=[O:35])[CH3:34]. The product is [C:33]([C:36]1[CH:37]=[CH:38][C:39]([S:42]([N:9]([C:5]2[CH:6]=[CH:7][CH:8]=[C:3]([N:2]([CH3:23])[CH3:1])[CH:4]=2)[CH2:10][C:11]([N:13]([CH2:21][CH3:22])[CH2:14][C:15]2[CH:20]=[CH:19][CH:18]=[CH:17][N:16]=2)=[O:12])(=[O:44])=[O:43])=[CH:40][CH:41]=1)(=[O:35])[CH3:34]. The catalyst is C1COCC1. The yield is 0.360.